This data is from Forward reaction prediction with 1.9M reactions from USPTO patents (1976-2016). The task is: Predict the product of the given reaction. (1) Given the reactants [CH3:1][C:2]1[N:6]=[C:5]([CH3:7])[S:4][C:3]=1/[CH:8]=[CH:9]/[C:10](N(C)C)=O.[CH2:15]([N:22]1[CH2:27][CH2:26][N:25]([C:28]2[CH:33]=[CH:32][C:31]([NH:34][C:35]([NH2:37])=[NH:36])=[CH:30][CH:29]=2)[CH2:24][CH2:23]1)[C:16]1[CH:21]=[CH:20][CH:19]=[CH:18][CH:17]=1, predict the reaction product. The product is: [CH2:15]([N:22]1[CH2:27][CH2:26][N:25]([C:28]2[CH:29]=[CH:30][C:31]([NH:34][C:35]3[N:37]=[C:8]([C:3]4[S:4][C:5]([CH3:7])=[N:6][C:2]=4[CH3:1])[CH:9]=[CH:10][N:36]=3)=[CH:32][CH:33]=2)[CH2:24][CH2:23]1)[C:16]1[CH:17]=[CH:18][CH:19]=[CH:20][CH:21]=1. (2) Given the reactants C(=O)([O-])[O-].[K+].[K+].Cl[CH2:8][CH2:9][CH2:10][C:11]1[CH:12]=[C:13]2[C:18](=[C:19]([Cl:21])[CH:20]=1)[NH:17][C:16](=[O:22])[CH2:15][C:14]2([CH3:24])[CH3:23].Cl.[N:26]1([C:32]2[C:36]3[CH:37]=[CH:38][CH:39]=[CH:40][C:35]=3[S:34][N:33]=2)[CH2:31][CH2:30][NH:29][CH2:28][CH2:27]1, predict the reaction product. The product is: [S:34]1[C:35]2[CH:40]=[CH:39][CH:38]=[CH:37][C:36]=2[C:32]([N:26]2[CH2:27][CH2:28][N:29]([CH2:8][CH2:9][CH2:10][C:11]3[CH:12]=[C:13]4[C:18](=[C:19]([Cl:21])[CH:20]=3)[NH:17][C:16](=[O:22])[CH2:15][C:14]4([CH3:24])[CH3:23])[CH2:30][CH2:31]2)=[N:33]1. (3) Given the reactants C([O:3][C:4](=[O:40])[C:5]1[CH:10]=[CH:9][CH:8]=[C:7]([NH:11][C:12]([N:14]2[CH2:19][CH2:18][CH:17]([CH2:20][NH:21][CH2:22][C@H:23]([OH:39])[CH2:24][O:25][C:26]3[C:38]4[C:37]5[C:32](=[CH:33][CH:34]=[CH:35][CH:36]=5)[NH:31][C:30]=4[CH:29]=[CH:28][CH:27]=3)[CH2:16][CH2:15]2)=[O:13])[CH:6]=1)C, predict the reaction product. The product is: [CH:29]1[C:30]2[NH:31][C:32]3[C:37](=[CH:36][CH:35]=[CH:34][CH:33]=3)[C:38]=2[C:26]([O:25][CH2:24][C@@H:23]([OH:39])[CH2:22][NH:21][CH2:20][CH:17]2[CH2:16][CH2:15][N:14]([C:12]([NH:11][C:7]3[CH:6]=[C:5]([CH:10]=[CH:9][CH:8]=3)[C:4]([OH:40])=[O:3])=[O:13])[CH2:19][CH2:18]2)=[CH:27][CH:28]=1. (4) Given the reactants Cl[CH2:2][C:3]1[CH:8]=[CH:7][CH:6]=[CH:5][N:4]=1.[F:9][C:10]1[CH:15]=[CH:14][C:13]([SH:16])=[CH:12][CH:11]=1.N12CCCN=C1CCCCC2, predict the reaction product. The product is: [F:9][C:10]1[CH:15]=[CH:14][C:13]([S:16][CH2:2][C:3]2[CH:8]=[CH:7][CH:6]=[CH:5][N:4]=2)=[CH:12][CH:11]=1. (5) Given the reactants [B:10]1([B:10]2[O:14][C:13]([CH3:16])([CH3:15])[C:12]([CH3:18])([CH3:17])[O:11]2)[O:14][C:13]([CH3:16])([CH3:15])[C:12]([CH3:18])([CH3:17])[O:11]1.Br[C:20]1[CH:21]=[C:22]2[C:26](=[CH:27][CH:28]=1)[N:25]([CH2:29][CH:30]1[CH2:35][CH2:34][N:33]([C:36](=[O:45])[CH2:37][CH2:38][C:39]3[CH:44]=[CH:43][CH:42]=[CH:41][CH:40]=3)[CH2:32][CH2:31]1)[CH:24]=[CH:23]2.C([O-])(=O)C.[K+], predict the reaction product. The product is: [C:39]1([CH2:38][CH2:37][C:36]([N:33]2[CH2:34][CH2:35][CH:30]([CH2:29][N:25]3[C:26]4[C:22](=[CH:21][C:20]([B:10]5[O:11][C:12]([CH3:17])([CH3:18])[C:13]([CH3:15])([CH3:16])[O:14]5)=[CH:28][CH:27]=4)[CH:23]=[CH:24]3)[CH2:31][CH2:32]2)=[O:45])[CH:44]=[CH:43][CH:42]=[CH:41][CH:40]=1. (6) The product is: [CH3:12][O:13][C:14]1[CH:15]=[C:16]2[C:21](=[CH:22][C:23]=1[O:24][CH3:25])[N:20]=[CH:19][N:18]=[C:17]2[CH:26]1[CH2:31][CH2:30][N:29]([C:1]([Cl:4])=[O:2])[CH2:28][CH2:27]1. Given the reactants [C:1]([Cl:4])(Cl)=[O:2].C1(C)C=CC=CC=1.[CH3:12][O:13][C:14]1[CH:15]=[C:16]2[C:21](=[CH:22][C:23]=1[O:24][CH3:25])[N:20]=[CH:19][N:18]=[C:17]2[CH:26]1[CH2:31][CH2:30][NH:29][CH2:28][CH2:27]1.CCN(C(C)C)C(C)C.C([O-])(=O)CC(CC([O-])=O)(C([O-])=O)O.[Na+].[Na+].[Na+], predict the reaction product. (7) Given the reactants Br[C:2]1[CH:7]=[CH:6][C:5]([C:8]2[N:12]([C:13]3[CH:18]=[CH:17][CH:16]=[CH:15][C:14]=3[C:19]([F:22])([F:21])[F:20])[N:11]=[C:10]([C:23]([OH:26])([CH3:25])[CH3:24])[CH:9]=2)=[CH:4][CH:3]=1.[CH3:27][S:28]([C:31]1[CH:32]=[C:33](B(O)O)[CH:34]=[CH:35][CH:36]=1)(=[O:30])=[O:29].C([O-])([O-])=O.[K+].[K+], predict the reaction product. The product is: [CH3:27][S:28]([C:31]1[CH:36]=[C:35]([C:2]2[CH:3]=[CH:4][C:5]([C:8]3[N:12]([C:13]4[CH:18]=[CH:17][CH:16]=[CH:15][C:14]=4[C:19]([F:22])([F:21])[F:20])[N:11]=[C:10]([C:23]([OH:26])([CH3:24])[CH3:25])[CH:9]=3)=[CH:6][CH:7]=2)[CH:34]=[CH:33][CH:32]=1)(=[O:30])=[O:29].